Dataset: Rat liver microsome stability data. Task: Regression/Classification. Given a drug SMILES string, predict its absorption, distribution, metabolism, or excretion properties. Task type varies by dataset: regression for continuous measurements (e.g., permeability, clearance, half-life) or binary classification for categorical outcomes (e.g., BBB penetration, CYP inhibition). Dataset: rlm. (1) The compound is CCc1cnc2c(C(F)(F)F)cccc2c1-c1cccc(-c2cccc(S(C)(=O)=O)c2)c1. The result is 0 (unstable in rat liver microsomes). (2) The drug is CC(C)NC(=O)c1nc(-c2ccc(Cl)nc2)c2ccccn12. The result is 1 (stable in rat liver microsomes). (3) The drug is O=C(O)c1c(Sc2ccccc2)c2cc(Cl)ccc2n1Cc1ccc(Cl)cc1. The result is 1 (stable in rat liver microsomes). (4) The molecule is Cc1ccc(S(=O)(=O)Nc2cnccc2C(=O)Nc2ccccc2)cc1. The result is 1 (stable in rat liver microsomes). (5) The compound is N#CC1(c2ccccc2)CCN(c2c(C(=O)N3CCN(C(=O)C4CC4)CC3)cnc3ccc(F)cc23)CC1. The result is 1 (stable in rat liver microsomes). (6) The molecule is CC(C)S(=O)(=O)c1ccc(-c2cnc3c(O)n(Cc4cc(F)ccc4C#N)c(N4CCC[C@@H](N)C4)nc2-3)cc1. The result is 0 (unstable in rat liver microsomes). (7) The result is 0 (unstable in rat liver microsomes). The drug is COC(=O)Nc1ccc2c(c1)N[C@@H](C(=O)OC)CCCC[C@H](NC(=O)C=Cc1cc(Cl)ccc1-n1cnnn1)c1cc-2ccn1. (8) The compound is COc1cc([C@H]2CCN(CCO)C[C@@H]2O)ccc1Nc1ncc2ccc(-c3ccccc3OC)n2n1. The result is 0 (unstable in rat liver microsomes).